Dataset: Full USPTO retrosynthesis dataset with 1.9M reactions from patents (1976-2016). Task: Predict the reactants needed to synthesize the given product. (1) Given the product [Br:1][C:2]1[CH:3]=[N:4][CH:5]=[C:6]([Br:9])[C:7]=1[N:10]1[CH2:18][CH2:17][CH:13]([C:14]([NH2:16])=[O:15])[CH2:12][CH2:11]1, predict the reactants needed to synthesize it. The reactants are: [Br:1][C:2]1[CH:3]=[N:4][CH:5]=[C:6]([Br:9])[C:7]=1Cl.[NH:10]1[CH2:18][CH2:17][CH:13]([C:14]([NH2:16])=[O:15])[CH2:12][CH2:11]1.C(N(CC)CC)C. (2) Given the product [CH:1]1([C:7]2[CH:8]=[CH:9][C:10]([C:11]([N:13]3[CH2:16][CH:15]([N:17]4[CH2:18][CH2:19][NH:20][CH2:21][CH2:22]4)[CH2:14]3)=[O:12])=[CH:29][CH:30]=2)[CH2:2][CH2:3][CH2:4][CH2:5][CH2:6]1, predict the reactants needed to synthesize it. The reactants are: [CH:1]1([C:7]2[CH:30]=[CH:29][C:10]([C:11]([N:13]3[CH2:16][CH:15]([N:17]4[CH2:22][CH2:21][N:20](C(=O)C(F)(F)F)[CH2:19][CH2:18]4)[CH2:14]3)=[O:12])=[CH:9][CH:8]=2)[CH2:6][CH2:5][CH2:4][CH2:3][CH2:2]1.C([O-])([O-])=O.[K+].[K+]. (3) Given the product [F:1][C:2]1[CH:3]=[C:4]2[C:8](=[CH:9][CH:10]=1)[N:7]([C@@H:22]1[CH2:21][CH2:20][N:19]([C:12]([O:14][C:15]([CH3:18])([CH3:17])[CH3:16])=[O:13])[CH2:23]1)[N:6]=[C:5]2[I:11], predict the reactants needed to synthesize it. The reactants are: [F:1][C:2]1[CH:3]=[C:4]2[C:8](=[CH:9][CH:10]=1)[NH:7][N:6]=[C:5]2[I:11].[C:12]([N:19]1[CH2:23][CH2:22][C@H:21](O)[CH2:20]1)([O:14][C:15]([CH3:18])([CH3:17])[CH3:16])=[O:13]. (4) Given the product [Br:20][C:9]1[S:8][C:7]2[C:6]3[N:15]=[C:2]([Cl:1])[CH:3]=[CH:4][C:5]=3[O:14][CH2:13][CH2:12][C:11]=2[CH:10]=1, predict the reactants needed to synthesize it. The reactants are: [Cl:1][C:2]1[CH:3]=[CH:4][C:5]2[O:14][CH2:13][CH2:12][C:11]3[CH:10]=[CH:9][S:8][C:7]=3[C:6]=2[N:15]=1.C(O)(=O)C.[Br:20]N1C(=O)CCC1=O. (5) Given the product [CH3:1][O:2][C:3](=[O:28])[C:4]1[CH:9]=[C:8]([S:35][CH2:29][CH2:30][CH2:31][CH2:32][CH2:33][CH3:34])[CH:7]=[C:6]([C:11]([C:13]2[CH:18]=[CH:17][C:16]([NH:19][CH2:20][C:21]3[CH:26]=[CH:25][C:24]([Cl:27])=[CH:23][CH:22]=3)=[CH:15][N:14]=2)=[O:12])[CH:5]=1, predict the reactants needed to synthesize it. The reactants are: [CH3:1][O:2][C:3](=[O:28])[C:4]1[CH:9]=[C:8](I)[CH:7]=[C:6]([C:11]([C:13]2[CH:18]=[CH:17][C:16]([NH:19][CH2:20][C:21]3[CH:26]=[CH:25][C:24]([Cl:27])=[CH:23][CH:22]=3)=[CH:15][N:14]=2)=[O:12])[CH:5]=1.[CH2:29]([SH:35])[CH2:30][CH2:31][CH2:32][CH2:33][CH3:34].C1(P(C2C=CC=CC=2)C2C=CC=CC=2OC2C=CC=CC=2P(C2C=CC=CC=2)C2C=CC=CC=2)C=CC=CC=1.CC(C)([O-])C.[K+]. (6) Given the product [CH3:21][O:22][C:23]1[CH:28]=[CH:27][CH:26]=[CH:25][C:24]=1[C:2]1[N:7]=[CH:6][N:5]=[C:4]([NH:8][C:9]2[CH:20]=[CH:19][C:12]([CH2:13][NH:14][S:15]([CH3:18])(=[O:17])=[O:16])=[CH:11][CH:10]=2)[CH:3]=1, predict the reactants needed to synthesize it. The reactants are: Cl[C:2]1[N:7]=[CH:6][N:5]=[C:4]([NH:8][C:9]2[CH:20]=[CH:19][C:12]([CH2:13][NH:14][S:15]([CH3:18])(=[O:17])=[O:16])=[CH:11][CH:10]=2)[CH:3]=1.[CH3:21][O:22][C:23]1[CH:28]=[CH:27][CH:26]=[CH:25][C:24]=1B(O)O.C([O-])([O-])=O.[Na+].[Na+].O. (7) Given the product [CH3:1][O:2][C:3]1[CH:23]=[CH:22][C:6]2[CH2:7][C:8](=[S:25])[NH:9][N:10]=[C:11]([C:12]3[CH:17]=[CH:16][C:15]([N+:18]([O-:20])=[O:19])=[CH:14][CH:13]=3)[C:5]=2[CH:4]=1, predict the reactants needed to synthesize it. The reactants are: [CH3:1][O:2][C:3]1[CH:23]=[CH:22][C:6]2[CH2:7][C:8](=O)[NH:9][N:10]=[C:11]([C:12]3[CH:17]=[CH:16][C:15]([N+:18]([O-:20])=[O:19])=[CH:14][CH:13]=3)[C:5]=2[CH:4]=1.P12(SP3(SP(SP(S3)(S1)=S)(=S)S2)=S)=[S:25].C(OCC)(=O)C.CCCCCC.